Dataset: Catalyst prediction with 721,799 reactions and 888 catalyst types from USPTO. Task: Predict which catalyst facilitates the given reaction. (1) Reactant: ON1C2N=CC=C[C:5]=2N=N1.[CH3:11][C:12]1[N:17]=[CH:16][C:15]([NH2:18])=[CH:14][C:13]=1[C:19]1[CH:20]=[C:21]([N:28]2[CH2:33][CH2:32][O:31][CH2:30][CH2:29]2)[C:22]2[N:23]([CH:25]=[CH:26][N:27]=2)N=1.[Br:34][CH2:35][C:36]1[CH:44]=[CH:43][C:39]([C:40](O)=[O:41])=[CH:38][C:37]=1[C:45]([F:48])([F:47])[F:46].CCN=C=NCCCN(C)C.Cl. Product: [Br:34][CH2:35][C:36]1[CH:44]=[CH:43][C:39]([C:40]([NH:18][C:15]2[CH:16]=[N:17][C:12]([CH3:11])=[C:13]([C:19]3[CH:20]=[C:21]([N:28]4[CH2:33][CH2:32][O:31][CH2:30][CH2:29]4)[C:22]4[N:23]([CH:25]=[CH:26][N:27]=4)[CH:5]=3)[CH:14]=2)=[O:41])=[CH:38][C:37]=1[C:45]([F:48])([F:47])[F:46]. The catalyst class is: 18. (2) Reactant: Cl.[O:2]1[C:6]2[CH:7]=[CH:8][CH:9]=[CH:10][C:5]=2[C:4]([CH2:11][CH:12]([F:28])[CH2:13][N:14]2[CH2:19][CH2:18][CH:17]([NH:20]C(=O)OC(C)(C)C)[CH2:16][CH2:15]2)=[CH:3]1. Product: [O:2]1[C:6]2[CH:7]=[CH:8][CH:9]=[CH:10][C:5]=2[C:4]([CH2:11][CH:12]([F:28])[CH2:13][N:14]2[CH2:19][CH2:18][CH:17]([NH2:20])[CH2:16][CH2:15]2)=[CH:3]1. The catalyst class is: 8. (3) Reactant: [Br:1][C:2]1[CH:8]=[CH:7][C:5]([NH2:6])=[CH:4][CH:3]=1.[Li]CCCC.Cl[Si:15]([CH3:26])([CH3:25])[CH:16]1[C:20]([CH3:21])=[C:19]([CH3:22])[C:18]([CH3:23])=[C:17]1[CH3:24]. Product: [Br:1][C:2]1[CH:8]=[CH:7][C:5]([NH:6][Si:15]([CH3:25])([CH3:26])[CH:16]2[C:20]([CH3:21])=[C:19]([CH3:22])[C:18]([CH3:23])=[C:17]2[CH3:24])=[CH:4][CH:3]=1. The catalyst class is: 1. (4) Reactant: [Si]([O:8][C@@H:9]1[C@@H:14]([CH3:15])[CH2:13][N:12]([C:16]2[CH:21]=[CH:20][N:19]=[CH:18][C:17]=2[NH:22][C:23]([C:25]2[N:30]=[C:29]3[N:31]=[C:32]([CH:34]4[CH2:36][CH2:35]4)[S:33][C:28]3=[CH:27][CH:26]=2)=[O:24])[CH2:11][C@H:10]1[NH:37]C(=O)OC(C)(C)C)(C(C)(C)C)(C)C.Cl.O1CCOCC1.N. Product: [NH2:37][C@H:10]1[C@H:9]([OH:8])[C@@H:14]([CH3:15])[CH2:13][N:12]([C:16]2[CH:21]=[CH:20][N:19]=[CH:18][C:17]=2[NH:22][C:23]([C:25]2[N:30]=[C:29]3[N:31]=[C:32]([CH:34]4[CH2:36][CH2:35]4)[S:33][C:28]3=[CH:27][CH:26]=2)=[O:24])[CH2:11]1. The catalyst class is: 5. (5) Reactant: [C:1]([O:5][C:6]([N:8]1[CH2:13][CH2:12][N:11]([C:14]2[CH:15]=[N:16][C:17]([NH:20][CH:21]=O)=[CH:18][CH:19]=2)[CH2:10][CH2:9]1)=[O:7])([CH3:4])([CH3:3])[CH3:2].[Li+].C[Si]([N-][Si](C)(C)C)(C)C.[CH:33]1([NH:38][C:39]2[N:44]=[C:43]([S:45]([CH3:47])=O)[N:42]=C(SC)[N:40]=2)[CH2:37][CH2:36][CH2:35][CH2:34]1. Product: [C:1]([O:5][C:6]([N:8]1[CH2:13][CH2:12][N:11]([C:14]2[CH:15]=[N:16][C:17]([NH:20][C:21]3[N:40]=[C:39]([NH:38][CH:33]4[CH2:34][CH2:35][CH2:36][CH2:37]4)[N:44]=[C:43]([S:45][CH3:47])[N:42]=3)=[CH:18][CH:19]=2)[CH2:10][CH2:9]1)=[O:7])([CH3:4])([CH3:3])[CH3:2]. The catalyst class is: 133. (6) Reactant: [CH3:1][N:2]([CH2:10][CH2:11][N:12]([CH3:39])[CH2:13][C:14]1[C:22]2[C:17](=[CH:18][CH:19]=[C:20]([O:23][CH:24]3[CH2:28][CH2:27][O:26][CH2:25]3)[CH:21]=2)[N:16](S(C2C=CC(C)=CC=2)(=O)=O)[N:15]=1)[C:3](=[O:9])[O:4][C:5]([CH3:8])([CH3:7])[CH3:6].[OH-].[Na+]. Product: [C:5]([O:4][C:3](=[O:9])[N:2]([CH3:1])[CH2:10][CH2:11][N:12]([CH3:39])[CH2:13][C:14]1[C:22]2[C:17](=[CH:18][CH:19]=[C:20]([O:23][CH:24]3[CH2:28][CH2:27][O:26][CH2:25]3)[CH:21]=2)[NH:16][N:15]=1)([CH3:8])([CH3:7])[CH3:6]. The catalyst class is: 24.